From a dataset of Forward reaction prediction with 1.9M reactions from USPTO patents (1976-2016). Predict the product of the given reaction. (1) Given the reactants [F:1][C:2]1[CH:3]=[C:4]([CH:15]=[CH:16][CH:17]=1)[O:5][CH2:6][C:7]1[O:11][N:10]=[C:9]([C:12]([OH:14])=O)[CH:8]=1.C(N(CC)CC)C.Cl.C(N=C=NCCCN(C)C)C.ON1C2C=CC=CC=2N=N1.[O:47]1[CH2:51][CH2:50][CH:49]([CH2:52][NH2:53])[CH2:48]1, predict the reaction product. The product is: [O:47]1[CH2:51][CH2:50][CH:49]([CH2:52][NH:53][C:12]([C:9]2[CH:8]=[C:7]([CH2:6][O:5][C:4]3[CH:15]=[CH:16][CH:17]=[C:2]([F:1])[CH:3]=3)[O:11][N:10]=2)=[O:14])[CH2:48]1. (2) Given the reactants B(Cl)(Cl)Cl.C([NH:9][S:10]([C:13]1[S:14][C:15]([C:18]2[N:23]=[C:22]([NH:24][C:25]3[CH:29]=[C:28]([CH:30]4[CH2:32][CH2:31]4)[NH:27][N:26]=3)[C:21](/[CH:33]=[CH:34]/[CH2:35][OH:36])=[CH:20][N:19]=2)=[CH:16][CH:17]=1)(=[O:12])=[O:11])(C)(C)C, predict the reaction product. The product is: [CH:30]1([C:28]2[NH:27][N:26]=[C:25]([NH:24][C:22]3[C:21](/[CH:33]=[CH:34]/[CH2:35][OH:36])=[CH:20][N:19]=[C:18]([C:15]4[S:14][C:13]([S:10]([NH2:9])(=[O:12])=[O:11])=[CH:17][CH:16]=4)[N:23]=3)[CH:29]=2)[CH2:32][CH2:31]1. (3) Given the reactants [CH3:1][O:2][C:3]([C:5]1[CH:10]=[N:9][C:8]([N:11]2[CH2:16][CH2:15][CH2:14][CH2:13][CH2:12]2)=[CH:7][N:6]=1)=[O:4].[Br:17]Br.C(Cl)Cl.O, predict the reaction product. The product is: [CH3:1][O:2][C:3]([C:5]1[CH:10]=[N:9][C:8]([N:11]2[CH2:16][CH2:15][CH2:14][CH2:13][CH2:12]2)=[C:7]([Br:17])[N:6]=1)=[O:4]. (4) Given the reactants [C:1]([O:5][C:6]([N:8]1[CH2:13][CH2:12][CH:11]([C:14]2[O:15][CH:16]=[CH:17][C:18]=2[CH2:19][OH:20])[CH2:10][CH2:9]1)=[O:7])([CH3:4])([CH3:3])[CH3:2].C1N2CCN(CC2)C1.[S:29](Cl)([C:32]1[CH:38]=[CH:37][C:35]([CH3:36])=[CH:34][CH:33]=1)(=[O:31])=[O:30], predict the reaction product. The product is: [C:1]([O:5][C:6]([N:8]1[CH2:13][CH2:12][CH:11]([C:14]2[O:15][CH:16]=[CH:17][C:18]=2[CH2:19][O:20][S:29]([C:32]2[CH:38]=[CH:37][C:35]([CH3:36])=[CH:34][CH:33]=2)(=[O:31])=[O:30])[CH2:10][CH2:9]1)=[O:7])([CH3:4])([CH3:2])[CH3:3]. (5) The product is: [CH2:32]([O:31][CH2:30][CH2:29][N:26]1[CH2:27][CH2:28][C:23]([CH2:22][NH:21][CH2:20][CH:19]([C:14]2[CH:15]=[CH:16][C:17]([OH:51])=[C:18]3[C:13]=2[CH:12]=[CH:11][C:10](=[O:48])[NH:9]3)[O:40][Si:41]([C:44]([CH3:47])([CH3:45])[CH3:46])([CH3:42])[CH3:43])([OH:39])[CH2:24][CH2:25]1)[C:33]1[CH:38]=[CH:37][CH:36]=[CH:35][CH:34]=1. Given the reactants C(O[N:9]1[C:18]2[C:13](=[C:14]([CH:19]([O:40][Si:41]([C:44]([CH3:47])([CH3:46])[CH3:45])([CH3:43])[CH3:42])[CH2:20][NH:21][CH2:22][C:23]3([OH:39])[CH2:28][CH2:27][N:26]([CH2:29][CH2:30][O:31][CH2:32][C:33]4[CH:38]=[CH:37][CH:36]=[CH:35][CH:34]=4)[CH2:25][CH2:24]3)[CH:15]=[CH:16][CH:17]=2)[CH:12]=[CH:11][C:10]1=[O:48])C1C=CC=CC=1.C([OH:51])C, predict the reaction product. (6) Given the reactants [OH-].[Li+].[CH3:3][C:4]1[N:9]=[CH:8][C:7]([NH:10][C:11]2[N:16]=[N:15][C:14]([C:17]3[CH:18]=[C:19]4[C:24](=[CH:25][CH:26]=3)[C:23](=[O:27])[C:22]([CH2:33][C:34]([O:36]CC)=[O:35])([CH2:28][C:29]([F:32])([F:31])[F:30])[CH2:21][CH2:20]4)=[CH:13][CH:12]=2)=[CH:6][CH:5]=1, predict the reaction product. The product is: [CH3:3][C:4]1[N:9]=[CH:8][C:7]([NH:10][C:11]2[N:16]=[N:15][C:14]([C:17]3[CH:18]=[C:19]4[C:24](=[CH:25][CH:26]=3)[C:23](=[O:27])[C:22]([CH2:33][C:34]([OH:36])=[O:35])([CH2:28][C:29]([F:31])([F:32])[F:30])[CH2:21][CH2:20]4)=[CH:13][CH:12]=2)=[CH:6][CH:5]=1. (7) Given the reactants [CH3:1][NH:2][C:3]1[CH:8]=[CH:7][C:6]([CH3:9])=[CH:5][CH:4]=1.C1(P(C2C=CC=CC=2)C2C=CC3C(=CC=CC=3)C=2C2C3C(=CC=CC=3)C=CC=2P(C2C=CC=CC=2)C2C=CC=CC=2)C=CC=CC=1.C(=O)([O-])[O-].[Cs+].[Cs+].Br[C:63]1[C:70]([C:71]#[N:72])=[C:69]([O:73][CH:74]([CH3:76])[CH3:75])[C:68]([O:77][CH:78]([CH3:80])[CH3:79])=[CH:67][C:64]=1[C:65]#[N:66], predict the reaction product. The product is: [CH:74]([O:73][C:69]1[C:68]([O:77][CH:78]([CH3:80])[CH3:79])=[CH:67][C:64]([C:65]#[N:66])=[C:63]([N:2]([CH3:1])[C:3]2[CH:8]=[CH:7][C:6]([CH3:9])=[CH:5][CH:4]=2)[C:70]=1[C:71]#[N:72])([CH3:76])[CH3:75].